Dataset: Catalyst prediction with 721,799 reactions and 888 catalyst types from USPTO. Task: Predict which catalyst facilitates the given reaction. (1) Reactant: [CH2:1]([O:3][C:4]1[CH:5]=[CH:6][C:7]([N+:14]([O-:16])=[O:15])=[C:8]([NH:10]C(=O)C)[CH:9]=1)[CH3:2]. Product: [CH2:1]([O:3][C:4]1[CH:5]=[CH:6][C:7]([N+:14]([O-:16])=[O:15])=[C:8]([CH:9]=1)[NH2:10])[CH3:2]. The catalyst class is: 126. (2) Reactant: [Br:1][C:2]1[CH:3]=[C:4]([N:14]([CH3:16])[CH3:15])[C:5]([O:12][CH3:13])=[C:6]([C:8]([OH:11])([CH3:10])[CH3:9])[CH:7]=1.[C:17](=O)([O-])O.[Na+].O. Product: [Br:1][C:2]1[CH:7]=[C:6]([C:8]([O:11][CH3:17])([CH3:9])[CH3:10])[C:5]([O:12][CH3:13])=[C:4]([N:14]([CH3:16])[CH3:15])[CH:3]=1. The catalyst class is: 240. (3) Reactant: F[C:2]1[C:10]([F:11])=[C:9]([F:12])[C:8]([F:13])=[CH:7][C:3]=1[C:4]([OH:6])=[O:5].[I:14][C:15]1[CH:21]=[CH:20][C:18]([NH2:19])=[C:17]([CH3:22])[CH:16]=1.[Li]N. Product: [I:14][C:15]1[CH:21]=[CH:20][C:18]([NH:19][C:2]2[C:10]([F:11])=[C:9]([F:12])[C:8]([F:13])=[CH:7][C:3]=2[C:4]([OH:6])=[O:5])=[C:17]([CH3:22])[CH:16]=1. The catalyst class is: 577.